From a dataset of Catalyst prediction with 721,799 reactions and 888 catalyst types from USPTO. Predict which catalyst facilitates the given reaction. (1) Reactant: C[O:2][C:3]([C@H:5]1[C@H:9]([C:10]2[CH:15]=[CH:14][CH:13]=[C:12]([Cl:16])[C:11]=2[F:17])[C@:8]([C:20]2[CH:25]=[CH:24][C:23]([Cl:26])=[CH:22][C:21]=2[F:27])([C:18]#[N:19])[C@H:7]([CH2:28][C:29]([CH3:32])([CH3:31])[CH3:30])[N:6]1[CH3:33])=[O:4].[Li+].[OH-]. Product: [Cl:16][C:12]1[C:11]([F:17])=[C:10]([C@@H:9]2[C@:8]([C:20]3[CH:25]=[CH:24][C:23]([Cl:26])=[CH:22][C:21]=3[F:27])([C:18]#[N:19])[C@H:7]([CH2:28][C:29]([CH3:31])([CH3:32])[CH3:30])[N:6]([CH3:33])[C@H:5]2[C:3]([OH:4])=[O:2])[CH:15]=[CH:14][CH:13]=1. The catalyst class is: 87. (2) Reactant: [F:1][CH:2]1[CH:7]([C:8]2[CH:13]=[CH:12][N:11]=[CH:10][C:9]=2[N+:14]([O-:16])=[O:15])[O:6][CH:5]([CH3:17])[C:4]([CH3:23])([O:18][Si](C)(C)C)[C:3]1=[O:24].Cl. Product: [F:1][CH:2]1[CH:7]([C:8]2[CH:13]=[CH:12][N:11]=[CH:10][C:9]=2[N+:14]([O-:16])=[O:15])[O:6][CH:5]([CH3:17])[C:4]([OH:18])([CH3:23])[C:3]1=[O:24]. The catalyst class is: 36. (3) Reactant: C([O-])([O-])=O.[Na+].[Na+].Br[C:8]1[C:9]([CH3:14])=[N:10][CH:11]=[CH:12][CH:13]=1.[OH:15][C:16]1[CH:21]=[CH:20][C:19](B(O)O)=[CH:18][CH:17]=1. The catalyst class is: 108. Product: [CH3:14][C:9]1[C:8]([C:19]2[CH:20]=[CH:21][C:16]([OH:15])=[CH:17][CH:18]=2)=[CH:13][CH:12]=[CH:11][N:10]=1.